From a dataset of Drug-target binding data from BindingDB using Kd measurements. Regression. Given a target protein amino acid sequence and a drug SMILES string, predict the binding affinity score between them. We predict pKd (pKd = -log10(Kd in M); higher means stronger binding). Dataset: bindingdb_kd. (1) The small molecule is Cc1ccc(F)c(NC(=O)Nc2ccc(-c3cccc4[nH]nc(N)c34)cc2)c1. The target protein sequence is MRHSKRTYCPDWDDKDWDYGKWRSSSSHKRRKRSHSSAQENKRCKYNHSKMCDSHYLESRSINEKDYHSRRYIDEYRNDYTQGCEPGHRQRDHESRYQNHSSKSSGRSGRSSYKSKHRIHHSTSHRRSHGKSHRRKRTRSVEDDEEGHLICQSGDVLSARYEIVDTLGEGAFGKVVECIDHKAGGRHVAVKIVKNVDRYCEAARSEIQVLEHLNTTDPNSTFRCVQMLEWFEHHGHICIVFELLGLSTYDFIKENGFLPFRLDHIRKMAYQICKSVNFLHSNKLTHTDLKPENILFVQSDYTEAYNPKIKRDERTLINPDIKVVDFGSATYDDEHHSTLVSTRHYRAPEVILALGWSQPCDVWSIGCILIEYYLGFTVFPTHDSKEHLAMMERILGPLPKHMIQKTRKRKYFHHDRLDWDEHSSAGRYVSRACKPLKEFMLSQDVEHERLFDLIQKMLEYDPAKRITLREALKHPFFDLLKKSI. The pKd is 5.0. (2) The drug is CNC(=O)c1cc(Oc2ccc(NC(=O)Nc3ccc(Cl)c(C(F)(F)F)c3)cc2)ccn1. The target protein (Q8IVH8) has sequence MNPGFDLSRRNPQEDFELIQRIGSGTYGDVYKARNVNTGELAAIKVIKLEPGEDFAVVQQEIIMMKDCKHPNIVAYFGSYLRRDKLWICMEFCGGGSLQDIYHVTGPLSELQIAYVSRETLQGLYYLHSKGKMHRDIKGANILLTDNGHVKLADFGVSAQITATIAKRKSFIGTPYWMAPEVAAVERKGGYNQLCDLWAVGITAIELAELQPPMFDLHPMRALFLMTKSNFQPPKLKDKMKWSNSFHHFVKMALTKNPKKRPTAEKLLQHPFVTQHLTRSLAIELLDKVNNPDHSTYHDFDDDDPEPLVAVPHRIHSTSRNVREEKTRSEITFGQVKFDPPLRKETEPHHELPDSDGFLDSSEEIYYTARSNLDLQLEYGQGHQGGYFLGANKSLLKSVEEELHQRGHVAHLEDDEGDDDESKHSTLKAKIPPPLPPKPKSIFIPQEMHSTEDENQGTIKRCPMSGSPAKPSQVPPRPPPPRLPPHKPVALGNGMSSFQL.... The pKd is 5.0. (3) The compound is CN1CC[C@H](c2c(O)cc(O)c3c(=O)cc(-c4ccccc4Cl)oc23)[C@H](O)C1. The target protein (O14976) has sequence MSLLQSALDFLAGPGSLGGASGRDQSDFVGQTVELGELRLRVRRVLAEGGFAFVYEAQDVGSGREYALKRLLSNEEEKNRAIIQEVCFMKKLSGHPNIVQFCSAASIGKEESDTGQAEFLLLTELCKGQLVEFLKKMESRGPLSCDTVLKIFYQTCRAVQHMHRQKPPIIHRDLKVENLLLSNQGTIKLCDFGSATTISHYPDYSWSAQRRALVEEEITRNTTPMYRTPEIIDLYSNFPIGEKQDIWALGCILYLLCFRQHPFEDGAKLRIVNGKYSIPPHDTQYTVFHSLIRAMLQVNPEERLSIAEVVHQLQEIAAARNVNPKSPITELLEQNGGYGSATLSRGPPPPVGPAGSGYSGGLALAEYDQPYGGFLDILRGGTERLFTNLKDTSSKVIQSVANYAKGDLDISYITSRIAVMSFPAEGVESALKNNIEDVRLFLDSKHPGHYAVYNLSPRTYRPSRFHNRVSECGWAARRAPHLHTLYNICRNMHAWLRQDH.... The pKd is 6.0.